Dataset: Forward reaction prediction with 1.9M reactions from USPTO patents (1976-2016). Task: Predict the product of the given reaction. Given the reactants Cl[C:2]1[C:3]2[S:12][CH:11]=[CH:10][C:4]=2[N:5]=[C:6]([S:8][CH3:9])[N:7]=1.[CH3:13][O:14][C:15]1[CH:21]=[CH:20][C:19]([O:22][CH3:23])=[CH:18][C:16]=1[NH2:17], predict the reaction product. The product is: [CH3:13][O:14][C:15]1[CH:21]=[CH:20][C:19]([O:22][CH3:23])=[CH:18][C:16]=1[NH:17][C:2]1[C:3]2[S:12][CH:11]=[CH:10][C:4]=2[N:5]=[C:6]([S:8][CH3:9])[N:7]=1.